Dataset: Forward reaction prediction with 1.9M reactions from USPTO patents (1976-2016). Task: Predict the product of the given reaction. Given the reactants Br[CH2:2][CH2:3][O:4][C:5]1[CH:10]=[C:9]([S:11]([CH3:14])(=[O:13])=[O:12])[CH:8]=[C:7]([F:15])[CH:6]=1.[CH2:16]([NH:18][CH2:19][CH3:20])[CH3:17], predict the reaction product. The product is: [CH2:16]([N:18]([CH2:19][CH3:20])[CH2:2][CH2:3][O:4][C:5]1[CH:10]=[C:9]([S:11]([CH3:14])(=[O:13])=[O:12])[CH:8]=[C:7]([F:15])[CH:6]=1)[CH3:17].